Task: Predict the reactants needed to synthesize the given product.. Dataset: Full USPTO retrosynthesis dataset with 1.9M reactions from patents (1976-2016) (1) Given the product [CH3:33][C:34]1[CH:39]=[C:38]([CH3:40])[CH:37]=[CH:36][C:35]=1[C:41]1[C:42]2[N:43]([C:48]([NH:3][C:6](=[O:56])[O:12][C:8]([CH3:11])([CH3:10])[CH3:9])=[C:49]([CH2:51][CH3:52])[N:50]=2)[N:44]=[C:45]([CH3:47])[CH:46]=1, predict the reactants needed to synthesize it. The reactants are: C([N:3]([CH2:6]C)CC)C.[C:8]([OH:12])([CH3:11])([CH3:10])[CH3:9].C1(C2C(C3C=CC=CC=3)=C(N=[N+]=[N-])PC=2)C=CC=CC=1.[CH3:33][C:34]1[CH:39]=[C:38]([CH3:40])[CH:37]=[CH:36][C:35]=1[C:41]1[C:42]2[N:43]([C:48](C(O)=O)=[C:49]([CH2:51][CH3:52])[N:50]=2)[N:44]=[C:45]([CH3:47])[CH:46]=1.[OH2:56]. (2) Given the product [Br:32][CH2:33][C:34]1[CH:39]=[CH:38][C:37]([CH2:40][O:29][C:26]2[CH:25]=[CH:24][C:23]([CH:22]([OH:30])[CH2:21][CH2:20][CH:10]3[CH:11]([C:12]4[CH:13]=[CH:14][C:15]([O:18][CH3:19])=[CH:16][CH:17]=4)[N:8]([C:5]4[CH:4]=[CH:3][C:2]([F:1])=[CH:7][CH:6]=4)[C:9]3=[O:31])=[CH:28][CH:27]=2)=[CH:36][CH:35]=1, predict the reactants needed to synthesize it. The reactants are: [F:1][C:2]1[CH:7]=[CH:6][C:5]([N:8]2[CH:11]([C:12]3[CH:17]=[CH:16][C:15]([O:18][CH3:19])=[CH:14][CH:13]=3)[CH:10]([CH2:20][CH2:21][CH:22]([OH:30])[C:23]3[CH:28]=[CH:27][C:26]([OH:29])=[CH:25][CH:24]=3)[C:9]2=[O:31])=[CH:4][CH:3]=1.[Br:32][CH2:33][C:34]1[CH:39]=[CH:38][C:37]([CH2:40]Br)=[CH:36][CH:35]=1.C(=O)([O-])[O-].[K+].[K+]. (3) Given the product [CH2:6]([N:8]([CH2:9][CH3:10])[C:3](=[O:4])[CH2:2][N:11]([S:27]([C:24]1[CH:25]=[CH:26][C:21]([CH2:19][CH3:20])=[CH:22][CH:23]=1)(=[O:29])=[O:28])[C:12]1[CH:17]=[CH:16][C:15]([CH3:18])=[CH:14][CH:13]=1)[CH3:7], predict the reactants needed to synthesize it. The reactants are: Br[CH2:2][C:3](Br)=[O:4].[CH2:6]([NH:8][CH2:9][CH3:10])[CH3:7].[NH2:11][C:12]1[CH:17]=[CH:16][C:15]([CH3:18])=[CH:14][CH:13]=1.[CH2:19]([C:21]1[CH:26]=[CH:25][C:24]([S:27](Cl)(=[O:29])=[O:28])=[CH:23][CH:22]=1)[CH3:20]. (4) Given the product [NH2:1][C:2]1[O:3][CH2:4][C@@:5]2([N:22]=1)[C:18]1[CH:17]=[C:16]([C:44]3[CH:45]=[N:46][C:41]([CH3:40])=[CH:42][CH:43]=3)[CH:15]=[C:14]([F:20])[C:13]=1[O:12][C:11]1[C:6]2=[CH:7][C:8]([O:21][CH2:37][C:35]([CH3:34])([CH3:36])[C:38]#[N:39])=[CH:9][CH:10]=1, predict the reactants needed to synthesize it. The reactants are: [NH2:1][C:2]1[O:3][CH2:4][C@@:5]2([N:22]=1)[C:18]1[CH:17]=[C:16](Br)[CH:15]=[C:14]([F:20])[C:13]=1[O:12][C:11]1[C:6]2=[CH:7][C:8]([OH:21])=[CH:9][CH:10]=1.CC1C=CC(S(O[CH2:34][C:35]([C:38]#[N:39])([CH3:37])[CH3:36])(=O)=O)=CC=1.[CH3:40][C:41]1[N:46]=[CH:45][C:44](B(O)O)=[CH:43][CH:42]=1. (5) The reactants are: [Cl:1][C:2]1[CH:11]=[CH:10][CH:9]=[C:8]2[C:3]=1[N:4]=[C:5](C1C=CC=CC=1C(F)(F)F)[C:6]([CH2:12]NC1N=CN=C3C=1N=CN3)=[N:7]2.[Cl:33][C:34]1[CH:39]=[CH:38][C:37]([F:40])=[CH:36][C:35]=1B(O)O.C(O)(O)=O. Given the product [Cl:1][C:2]1[CH:11]=[CH:10][CH:9]=[C:8]2[C:3]=1[N:4]=[C:5]([C:35]1[CH:36]=[C:37]([F:40])[CH:38]=[CH:39][C:34]=1[Cl:33])[C:6]([CH3:12])=[N:7]2, predict the reactants needed to synthesize it.